This data is from Reaction yield outcomes from USPTO patents with 853,638 reactions. The task is: Predict the reaction yield, written as a fraction of the theoretical maximum amount of product (1.0 means a 100% yield; for example, 0.34 means a 34% yield). (1) The reactants are [Br:1][C:2]1[CH:3]=[C:4](/[CH:10]=[CH:11]/[C:12]([OH:14])=O)[C:5]([O:8][CH3:9])=[N:6][CH:7]=1.[CH3:15][NH:16][CH3:17].CCN(C(C)C)C(C)C.CN(C(ON1N=NC2C=CC=CC1=2)=[N+](C)C)C.[B-](F)(F)(F)F. The catalyst is C(Cl)Cl. The product is [Br:1][C:2]1[CH:3]=[C:4](/[CH:10]=[CH:11]/[C:12]([N:16]([CH3:17])[CH3:15])=[O:14])[C:5]([O:8][CH3:9])=[N:6][CH:7]=1. The yield is 0.950. (2) The product is [OH:35][CH2:34][C@H:31]1[CH2:30][CH2:29][C@H:28]([N:18]2[C:17](=[O:37])[C:16]([CH2:15][C:12]3[CH:13]=[CH:14][C:9]([C:4]4[C:3]([C:1]#[N:2])=[CH:8][CH:7]=[CH:6][CH:5]=4)=[CH:10][CH:11]=3)=[C:21]([CH2:22][CH2:23][CH3:24])[N:20]3[N:25]=[CH:26][N:27]=[C:19]23)[CH2:33][CH2:32]1. The reactants are [C:1]([C:3]1[CH:8]=[CH:7][CH:6]=[CH:5][C:4]=1[C:9]1[CH:14]=[CH:13][C:12]([CH2:15][C:16]2[C:17](=[O:37])[N:18]([C@H:28]3[CH2:33][CH2:32][C@H:31]([C:34](O)=[O:35])[CH2:30][CH2:29]3)[C:19]3[N:20]([N:25]=[CH:26][N:27]=3)[C:21]=2[CH2:22][CH2:23][CH3:24])=[CH:11][CH:10]=1)#[N:2].CN1CCOCC1.C(Cl)(=O)OCC.[BH4-].[Na+].[Cl-].[NH4+]. The catalyst is CO.O1CCCC1. The yield is 0.780. (3) The reactants are [CH2:1]([O:8][C:9]1[CH:26]=[C:25]([N+:27]([O-:29])=[O:28])[C:24]([CH2:30][CH2:31][Cl:32])=[CH:23][C:10]=1[NH:11][C:12]([CH2:18][C:19]([O:21][CH3:22])=[O:20])(O)[C:13]([O:15][CH3:16])=[O:14])[C:2]1[CH:7]=[CH:6][CH:5]=[CH:4][CH:3]=1. The catalyst is CN(C)C(=O)C.C([O-])(=O)C.[Pd+2].C([O-])(=O)C. The product is [CH2:1]([O:8][C:9]1[CH:26]=[C:25]([N+:27]([O-:29])=[O:28])[C:24]([CH2:30][CH2:31][Cl:32])=[C:23]2[C:10]=1[NH:11][C:12]([C:13]([O:15][CH3:16])=[O:14])=[C:18]2[C:19]([O:21][CH3:22])=[O:20])[C:2]1[CH:7]=[CH:6][CH:5]=[CH:4][CH:3]=1. The yield is 0.230. (4) The reactants are [F:1][C:2]1[CH:3]=[N:4][C:5]([C:8]#[N:9])=[N:6][CH:7]=1.C[Mg+].[Br-].[C:13](OC(=O)C)(=[O:15])[CH3:14].[C:20](=O)(O)[O-].[Na+]. The catalyst is C1COCC1.CCOCC.C(Cl)Cl. The product is [F:1][C:2]1[CH:3]=[N:4][C:5]([C:8]([NH:9][C:13](=[O:15])[CH3:14])=[CH2:20])=[N:6][CH:7]=1. The yield is 0.260. (5) The reactants are [CH3:1][O:2][C:3]1[CH:4]=[C:5]([CH:8]=[CH:9][C:10]=1[O:11][CH3:12])[CH:6]=[O:7].OS([O-])=O.[Na+].[C-:18]#[N:19].[K+]. The catalyst is C(OCC)(=O)C.O. The product is [CH3:1][O:2][C:3]1[CH:4]=[C:5]([CH:6]([OH:7])[C:18]#[N:19])[CH:8]=[CH:9][C:10]=1[O:11][CH3:12]. The yield is 0.650. (6) The reactants are [Br:1][C:2]1[CH:9]=[CH:8][C:7]([F:10])=[CH:6][C:3]=1[CH:4]=[O:5].[CH3:11][Mg]Cl. The catalyst is C1COCC1. The product is [Br:1][C:2]1[CH:9]=[CH:8][C:7]([F:10])=[CH:6][C:3]=1[CH:4]([OH:5])[CH3:11]. The yield is 1.00.